This data is from Full USPTO retrosynthesis dataset with 1.9M reactions from patents (1976-2016). The task is: Predict the reactants needed to synthesize the given product. (1) Given the product [NH:17]1[C:25]2[C:20](=[C:21]([N:26]3[CH2:31][CH2:30][N:29]([C@@H:13]4[CH2:14][CH2:15][C@H:10]([C:3]5[C:4]6[C:9](=[CH:8][CH:7]=[CH:6][CH:5]=6)[NH:1][CH:2]=5)[CH2:11][CH2:12]4)[CH2:28][CH2:27]3)[CH:22]=[CH:23][CH:24]=2)[CH:19]=[CH:18]1, predict the reactants needed to synthesize it. The reactants are: [NH:1]1[C:9]2[C:4](=[CH:5][CH:6]=[CH:7][CH:8]=2)[C:3]([CH:10]2[CH2:15][CH2:14][C:13](=O)[CH2:12][CH2:11]2)=[CH:2]1.[NH:17]1[C:25]2[C:20](=[C:21]([N:26]3[CH2:31][CH2:30][NH:29][CH2:28][CH2:27]3)[CH:22]=[CH:23][CH:24]=2)[CH:19]=[CH:18]1.C(O[BH-](OC(=O)C)OC(=O)C)(=O)C.[Na+].C(O)(=O)C. (2) Given the product [NH2:41][C:10]1[CH:11]=[C:12]([C@@H:15]([O:37][C:38](=[O:40])[CH3:39])[CH2:16][N:17]([CH2:30][C:31]2[CH:32]=[CH:33][CH:34]=[CH:35][CH:36]=2)[C:18]2([CH3:29])[CH2:26][C:25]3[C:20](=[CH:21][C:22]([CH3:28])=[C:23]([CH3:27])[CH:24]=3)[CH2:19]2)[CH:13]=[CH:14][C:9]=1[O:8][CH2:1][C:2]1[CH:7]=[CH:6][CH:5]=[CH:4][CH:3]=1, predict the reactants needed to synthesize it. The reactants are: [CH2:1]([O:8][C:9]1[CH:14]=[CH:13][C:12]([C@@H:15]([O:37][C:38](=[O:40])[CH3:39])[CH2:16][N:17]([CH2:30][C:31]2[CH:36]=[CH:35][CH:34]=[CH:33][CH:32]=2)[C:18]2([CH3:29])[CH2:26][C:25]3[C:20](=[CH:21][C:22]([CH3:28])=[C:23]([CH3:27])[CH:24]=3)[CH2:19]2)=[CH:11][C:10]=1[N+:41]([O-])=O)[C:2]1[CH:7]=[CH:6][CH:5]=[CH:4][CH:3]=1. (3) Given the product [CH2:1]([O:8][C:9]1[CH:10]=[CH:11][C:12]([CH2:15][CH:16]=[O:17])=[CH:13][CH:14]=1)[C:2]1[CH:3]=[CH:4][CH:5]=[CH:6][CH:7]=1, predict the reactants needed to synthesize it. The reactants are: [CH2:1]([O:8][C:9]1[CH:14]=[CH:13][C:12]([CH2:15][CH2:16][OH:17])=[CH:11][CH:10]=1)[C:2]1[CH:7]=[CH:6][CH:5]=[CH:4][CH:3]=1.CC(OI1(OC(C)=O)(OC(C)=O)OC(=O)C2C=CC=CC1=2)=O. (4) The reactants are: [C:1]([N:8]1[CH2:13][CH2:12][CH2:11][C:10](=O)[CH2:9]1)([O:3][C:4]([CH3:7])([CH3:6])[CH3:5])=[O:2].O=C[C@@H]([C@H]([C@@H]([C@@H](CO)O)O)O)O.[NH2:27][C@H](C(O)=O)C.CC1N=CC(COP(O)(O)=O)=C(C=O)C=1O. Given the product [C:1]([N:8]1[CH2:13][CH2:12][CH2:11][CH:10]([NH2:27])[CH2:9]1)([O:3][C:4]([CH3:7])([CH3:6])[CH3:5])=[O:2], predict the reactants needed to synthesize it. (5) Given the product [C:18]([O:17][C:15]([NH:14][C:11]([CH3:13])([CH3:12])[C@H:10]([NH:22][C:41]([C:36]1[CH:35]=[CH:34][C:33]2[C:38](=[CH:39][CH:40]=[C:31]([C:30]#[C:29][C@@H:27]3[CH2:28][C@H:26]3[CH2:25][OH:24])[CH:32]=2)[CH:37]=1)=[O:42])[C:9]([O:8][CH3:7])=[O:23])=[O:16])([CH3:21])([CH3:20])[CH3:19], predict the reactants needed to synthesize it. The reactants are: C(O)(=O)C(O)=O.[CH3:7][O:8][C:9](=[O:23])[C@@H:10]([NH2:22])[C:11]([NH:14][C:15]([O:17][C:18]([CH3:21])([CH3:20])[CH3:19])=[O:16])([CH3:13])[CH3:12].[OH:24][CH2:25][C@@H:26]1[CH2:28][C@H:27]1[C:29]#[C:30][C:31]1[CH:32]=[C:33]2[C:38](=[CH:39][CH:40]=1)[CH:37]=[C:36]([C:41](O)=[O:42])[CH:35]=[CH:34]2.C(N(CC)CC)C.CN(C(ON1N=NC2C=CC=NC1=2)=[N+](C)C)C.F[P-](F)(F)(F)(F)F. (6) Given the product [Br:20][C:17]1[CH:16]=[C:13]2[C:12](=[CH:19][CH:18]=1)[N:9]([C:6]1[CH:7]=[CH:8][C:3]([O:2][CH3:1])=[CH:4][CH:5]=1)[N:10]=[CH:14]2, predict the reactants needed to synthesize it. The reactants are: [CH3:1][O:2][C:3]1[CH:8]=[CH:7][C:6]([NH:9][NH2:10])=[CH:5][CH:4]=1.Br[C:12]1[CH:19]=[CH:18][C:17]([Br:20])=[CH:16][C:13]=1[CH:14]=O. (7) Given the product [OH:8][CH2:9][C:10]([NH:12][C:13]1[CH:18]=[CH:17][CH:16]=[C:15]([C:19]([F:20])([F:21])[F:22])[CH:14]=1)=[O:11], predict the reactants needed to synthesize it. The reactants are: C([O:8][CH2:9][C:10]([NH:12][C:13]1[CH:18]=[CH:17][CH:16]=[C:15]([C:19]([F:22])([F:21])[F:20])[CH:14]=1)=[O:11])C1C=CC=CC=1. (8) Given the product [CH2:17]([O:19][C:20]1[CH:25]=[C:24]([CH3:26])[N:23]=[C:22]([N:27]2[CH2:28][CH2:29][N:30]([C:5](=[O:6])/[CH:4]=[CH:3]/[C:2]([F:9])([F:8])[F:1])[CH2:31][CH2:32]2)[CH:21]=1)[CH3:18], predict the reactants needed to synthesize it. The reactants are: [F:1][C:2]([F:9])([F:8])/[CH:3]=[CH:4]/[C:5](O)=[O:6].C(Cl)(=O)C(Cl)=O.Cl.[CH2:17]([O:19][C:20]1[CH:25]=[C:24]([CH3:26])[N:23]=[C:22]([N:27]2[CH2:32][CH2:31][NH:30][CH2:29][CH2:28]2)[CH:21]=1)[CH3:18]. (9) Given the product [F:12][C:10]1[CH:9]=[C:8]([F:13])[CH:7]=[C:6]2[C:11]=1[C:2]([NH:36][C:32]1[CH:33]=[N:34][CH:35]=[C:30]([N:27]3[CH2:28][CH2:29][O:24][CH2:25][CH2:26]3)[CH:31]=1)=[C:3]([CH3:23])[C:4]([N:14]1[CH2:19][CH2:18][N:17]([CH2:20][CH3:21])[C:16](=[O:22])[CH2:15]1)=[N:5]2, predict the reactants needed to synthesize it. The reactants are: Br[C:2]1[C:11]2[C:6](=[CH:7][C:8]([F:13])=[CH:9][C:10]=2[F:12])[N:5]=[C:4]([N:14]2[CH2:19][CH2:18][N:17]([CH2:20][CH3:21])[C:16](=[O:22])[CH2:15]2)[C:3]=1[CH3:23].[O:24]1[CH2:29][CH2:28][N:27]([C:30]2[CH:31]=[C:32]([NH2:36])[CH:33]=[N:34][CH:35]=2)[CH2:26][CH2:25]1. (10) Given the product [CH2:1]([O:8][C:9]([N:10]1[CH2:16][CH:17]=[CH:18][CH2:13][CH2:12][CH2:11]1)=[O:19])[C:2]1[CH:3]=[CH:4][CH:5]=[CH:6][CH:7]=1, predict the reactants needed to synthesize it. The reactants are: [CH2:1]([O:8][C:9](=[O:19])[N:10]([CH2:16][CH:17]=[CH2:18])[CH2:11][CH2:12][CH2:13]C=C)[C:2]1[CH:7]=[CH:6][CH:5]=[CH:4][CH:3]=1.